Dataset: Reaction yield outcomes from USPTO patents with 853,638 reactions. Task: Predict the reaction yield, written as a fraction of the theoretical maximum amount of product (1.0 means a 100% yield; for example, 0.34 means a 34% yield). (1) The reactants are [Br:1][C:2]1[C:11]2[C:6](=[CH:7][CH:8]=[CH:9][CH:10]=2)[CH:5]=[CH:4][C:3]=1[OH:12].[C:13]([O-])([O-])=O.[K+].[K+].CI. The catalyst is CC(C)=O. The product is [Br:1][C:2]1[C:11]2[C:6](=[CH:7][CH:8]=[CH:9][CH:10]=2)[CH:5]=[CH:4][C:3]=1[O:12][CH3:13]. The yield is 1.00. (2) The reactants are [CH3:1][O:2][C:3]1[CH:8]=[CH:7][C:6]([NH:9][C:10](=[S:20])[C:11]2[CH:16]=[CH:15][C:14]([N+:17]([O-:19])=[O:18])=[CH:13][CH:12]=2)=[CH:5][CH:4]=1.[OH-].[Na+]. The catalyst is C(O)C.O. The product is [N+:17]([C:14]1[CH:15]=[CH:16][C:11]([C:10]2[S:20][C:7]3[CH:8]=[C:3]([O:2][CH3:1])[CH:4]=[CH:5][C:6]=3[N:9]=2)=[CH:12][CH:13]=1)([O-:19])=[O:18]. The yield is 0.300. (3) The reactants are C([O:5][C@@H:6]([CH3:35])[C@H:7]([NH:18][C:19](=[O:34])[C:20]1[CH:25]=[CH:24][C:23]([C:26]([N:28]2[CH2:32][CH:31]=[CH:30][CH2:29]2)=[O:27])=[C:22]([CH3:33])[CH:21]=1)[C:8]1[NH:12][C:11]2[CH:13]=[CH:14][C:15]([Cl:17])=[CH:16][C:10]=2[N:9]=1)(C)(C)C.FC(F)(F)C(O)=O.ClCl. The catalyst is ClCCl.C(O)C. The product is [Cl:17][C:15]1[CH:14]=[CH:13][C:11]2[NH:12][C:8]([C@@H:7]([NH:18][C:19](=[O:34])[C:20]3[CH:25]=[CH:24][C:23]([C:26]([N:28]4[CH2:29][CH:30]=[CH:31][CH2:32]4)=[O:27])=[C:22]([CH3:33])[CH:21]=3)[C@@H:6]([OH:5])[CH3:35])=[N:9][C:10]=2[CH:16]=1. The yield is 0.990. (4) The reactants are [Br:1][C:2]1[CH:3]=[CH:4][C:5](F)=[C:6]([C:8]([C:10]2([OH:21])[CH2:16][CH2:15][C:14]3[CH:17]=[CH:18][CH:19]=[CH:20][C:13]=3[CH2:12][CH2:11]2)=[O:9])[CH:7]=1.[H-].[Na+]. The catalyst is C1COCC1. The product is [Br:1][C:2]1[CH:3]=[CH:4][C:5]2[O:21][C:10]3([CH2:16][CH2:15][C:14]4[CH:17]=[CH:18][CH:19]=[CH:20][C:13]=4[CH2:12][CH2:11]3)[C:8](=[O:9])[C:6]=2[CH:7]=1. The yield is 0.710. (5) The reactants are Cl[C:2]1[N:11]=[CH:10][C:9]2[N:8]([CH3:12])[C:7](=[O:13])[C@@H:6]([CH2:14][CH3:15])[N:5]([CH:16]3[CH2:20][CH2:19][CH2:18][CH2:17]3)[C:4]=2[N:3]=1.[NH2:21][C:22]1[CH:27]=[CH:26][C:25]([OH:28])=[CH:24][CH:23]=1.CCOCC. The catalyst is CCO.O.Cl. The product is [CH:16]1([N:5]2[C:4]3[N:3]=[C:2]([NH:21][C:22]4[CH:27]=[CH:26][C:25]([OH:28])=[CH:24][CH:23]=4)[N:11]=[CH:10][C:9]=3[N:8]([CH3:12])[C:7](=[O:13])[C@H:6]2[CH2:14][CH3:15])[CH2:20][CH2:19][CH2:18][CH2:17]1. The yield is 0.500. (6) The reactants are [CH3:1][O:2][C:3]1[CH:12]=[CH:11][C:6]2[C:7](=[O:10])[CH2:8][O:9][C:5]=2[C:4]=1[CH2:13][CH2:14][CH:15]1[CH2:20][CH2:19][N:18]([C:21]([O:23][C:24]([CH3:27])([CH3:26])[CH3:25])=[O:22])[CH2:17][CH2:16]1.[NH:28]1[C:36]2[C:31](=[CH:32][CH:33]=[CH:34][CH:35]=2)[C:30]([CH:37]=O)=[N:29]1. The catalyst is CO.N1CCCCC1. The product is [NH:28]1[C:36]2[C:31](=[CH:32][CH:33]=[CH:34][CH:35]=2)[C:30](/[CH:37]=[C:8]2\[O:9][C:5]3[C:4]([CH2:13][CH2:14][CH:15]4[CH2:20][CH2:19][N:18]([C:21]([O:23][C:24]([CH3:27])([CH3:26])[CH3:25])=[O:22])[CH2:17][CH2:16]4)=[C:3]([O:2][CH3:1])[CH:12]=[CH:11][C:6]=3[C:7]\2=[O:10])=[N:29]1. The yield is 0.720.